Dataset: Full USPTO retrosynthesis dataset with 1.9M reactions from patents (1976-2016). Task: Predict the reactants needed to synthesize the given product. (1) Given the product [CH3:60][C:61]1[CH:67]=[CH:66][C:64]([NH:65][C:17]([C:16]2[CH:15]=[C:14]([N:11]3[CH2:12][CH2:13][N:8]([C:6]([O:5][C:1]([CH3:4])([CH3:3])[CH3:2])=[O:7])[CH2:9][CH2:10]3)[CH:22]=[C:21]([S:23]([F:26])([F:28])([F:27])([F:24])[F:25])[CH:20]=2)=[O:19])=[CH:63][C:62]=1[N:68]1[C:75]2[N:71]([N:72]=[C:73]([C:76]3[CH:77]=[N:78][NH:79][CH:80]=3)[CH:74]=2)[CH:70]=[CH:69]1, predict the reactants needed to synthesize it. The reactants are: [C:1]([O:5][C:6]([N:8]1[CH2:13][CH2:12][N:11]([C:14]2[CH:15]=[C:16]([CH:20]=[C:21]([S:23]([F:28])([F:27])([F:26])([F:25])[F:24])[CH:22]=2)[C:17]([OH:19])=O)[CH2:10][CH2:9]1)=[O:7])([CH3:4])([CH3:3])[CH3:2].CN(C(ON1N=NC2C=CC=NC1=2)=[N+](C)C)C.F[P-](F)(F)(F)(F)F.CN1CCOCC1.[CH3:60][C:61]1[CH:67]=[CH:66][C:64]([NH2:65])=[CH:63][C:62]=1[N:68]1[C:75]2[N:71]([N:72]=[C:73]([C:76]3[CH:77]=[N:78][NH:79][CH:80]=3)[CH:74]=2)[CH:70]=[CH:69]1.N. (2) Given the product [C:16]([C:9]1[CH:8]([C:4]2[CH:5]=[CH:6][CH:7]=[C:2]([C:35]3[CH:45]=[N:46][CH:33]=[CH:30][C:29]=3[CH3:34])[CH:3]=2)[NH:13][C:12](=[O:14])[NH:11][C:10]=1[CH3:15])#[N:17], predict the reactants needed to synthesize it. The reactants are: Br[C:2]1[CH:3]=[C:4]([CH:8]2[NH:13][C:12](=[O:14])[NH:11][C:10]([CH3:15])=[C:9]2[C:16]#[N:17])[CH:5]=[CH:6][CH:7]=1.B1(B2O[C:30]([CH3:33])(C)[C:29]([CH3:35])([CH3:34])O2)O[C:30](C)([CH3:33])[C:29]([CH3:35])([CH3:34])O1.C([O-])(=O)C.[K+].BrC1C=C[C:45](C)=[N:46]C=1.C(=O)([O-])[O-].[K+].[K+]. (3) Given the product [Cl:1][C:2]1[CH:8]=[CH:7][C:5]([NH:6][S:21]([C:18]2[CH:17]=[CH:16][C:15]([CH2:14][CH2:13][C:11]([O:10][CH3:9])=[O:12])=[CH:20][CH:19]=2)(=[O:23])=[O:22])=[CH:4][CH:3]=1, predict the reactants needed to synthesize it. The reactants are: [Cl:1][C:2]1[CH:8]=[CH:7][C:5]([NH2:6])=[CH:4][CH:3]=1.[CH3:9][O:10][C:11]([CH2:13][CH2:14][C:15]1[CH:20]=[CH:19][C:18]([S:21](Cl)(=[O:23])=[O:22])=[CH:17][CH:16]=1)=[O:12]. (4) Given the product [C:7]([C:6]1[CH:10]=[C:2]([F:1])[CH:3]=[CH:4][C:5]=1[S:11][C:23]1[C:31]([N+:32]([O-:34])=[O:33])=[CH:30][CH:29]=[CH:28][C:24]=1[C:25]([OH:27])=[O:26])([OH:9])=[O:8], predict the reactants needed to synthesize it. The reactants are: [F:1][C:2]1[CH:3]=[CH:4][C:5]([SH:11])=[C:6]([CH:10]=1)[C:7]([OH:9])=[O:8].SC1C=CC=CC=1C(O)=O.Br[C:23]1[C:31]([N+:32]([O-:34])=[O:33])=[CH:30][CH:29]=[CH:28][C:24]=1[C:25]([OH:27])=[O:26].